Task: Predict the reaction yield, written as a fraction of the theoretical maximum amount of product (1.0 means a 100% yield; for example, 0.34 means a 34% yield).. Dataset: Reaction yield outcomes from USPTO patents with 853,638 reactions (1) The reactants are [NH2:1][C:2]1[CH:3]=[C:4]([CH:36]=[CH:37][CH:38]=1)[CH:5]=[CH:6][C:7]1[CH:8]=[N:9][C:10]([NH:13][C:14]2[CH:19]=[CH:18][C:17]([S:20]([CH:23]3[CH2:28][CH2:27][N:26](C(OC(C)(C)C)=O)[CH2:25][CH2:24]3)(=[O:22])=[O:21])=[CH:16][CH:15]=2)=[N:11][CH:12]=1.B(Br)(Br)Br.C([O-])(O)=O.[Na+]. The catalyst is C(Cl)Cl. The product is [NH2:1][C:2]1[CH:3]=[C:4]([CH:36]=[CH:37][CH:38]=1)[CH:5]=[CH:6][C:7]1[CH:8]=[N:9][C:10]([NH:13][C:14]2[CH:15]=[CH:16][C:17]([S:20]([CH:23]3[CH2:24][CH2:25][NH:26][CH2:27][CH2:28]3)(=[O:22])=[O:21])=[CH:18][CH:19]=2)=[N:11][CH:12]=1. The yield is 0.0600. (2) The reactants are [O:1]=[C:2]([CH2:8][CH2:9][CH2:10][CH3:11])[CH2:3][C:4]([O:6][CH3:7])=[O:5].[H-].[Na+].Br[CH2:15][C:16]1[C:21]([F:22])=[CH:20][C:19]([C:23]2[C:24]([C:29]#[N:30])=[CH:25][CH:26]=[CH:27][CH:28]=2)=[CH:18][C:17]=1[F:31]. The catalyst is O1CCCC1. The product is [C:29]([C:24]1[CH:25]=[CH:26][CH:27]=[CH:28][C:23]=1[C:19]1[CH:18]=[C:17]([F:31])[C:16]([CH2:15][CH:3]([C:2](=[O:1])[CH2:8][CH2:9][CH2:10][CH3:11])[C:4]([O:6][CH3:7])=[O:5])=[C:21]([F:22])[CH:20]=1)#[N:30]. The yield is 0.980. (3) The reactants are [NH:1]1[C:10]2[C:5](=[CH:6][CH:7]=[CH:8][CH:9]=2)[CH2:4][CH2:3][CH:2]1C=O.[CH:13]1([NH2:23])[C:22]2[C:17](=[CH:18][CH:19]=[CH:20][CH:21]=2)[CH2:16][CH2:15][CH2:14]1.[CH3:24]O. No catalyst specified. The product is [NH:1]1[C:10]2[C:5](=[CH:6][CH:7]=[CH:8][C:9]=2[CH:24]=[N:23][CH:13]2[C:22]3[C:17](=[CH:18][CH:19]=[CH:20][CH:21]=3)[CH2:16][CH2:15][CH2:14]2)[CH2:4][CH2:3][CH2:2]1. The yield is 0.700. (4) The catalyst is ClCCl.O.C([O-])(=O)C.[Cu+2].C([O-])(=O)C. The yield is 0.390. The reactants are [CH:1]1([C:4]2[C:5]([NH:24][S:25]([CH3:28])(=[O:27])=[O:26])=[CH:6][C:7]3[O:11][C:10]([C:12]4[CH:17]=[CH:16][C:15]([F:18])=[CH:14][CH:13]=4)=[C:9]([C:19]([NH:21][CH3:22])=[O:20])[C:8]=3[CH:23]=2)[CH2:3][CH2:2]1.[Br:29][C:30]1[CH:31]=[C:32](B(O)O)[CH:33]=[CH:34][CH:35]=1.C(N(CC)CC)C. The product is [Br:29][C:30]1[CH:35]=[C:34]([N:24]([C:5]2[C:4]([CH:1]3[CH2:3][CH2:2]3)=[CH:23][C:8]3[C:9]([C:19]([NH:21][CH3:22])=[O:20])=[C:10]([C:12]4[CH:17]=[CH:16][C:15]([F:18])=[CH:14][CH:13]=4)[O:11][C:7]=3[CH:6]=2)[S:25]([CH3:28])(=[O:27])=[O:26])[CH:33]=[CH:32][CH:31]=1.